Dataset: Forward reaction prediction with 1.9M reactions from USPTO patents (1976-2016). Task: Predict the product of the given reaction. (1) Given the reactants [CH3:1][C@@H:2]1[N:7]([CH2:8][C:9]2[CH:14]=[CH:13][CH:12]=[CH:11][CH:10]=2)[C:6](=O)[CH2:5][O:4][CH2:3]1.COCCO[AlH2-]OCCOC.[Na+], predict the reaction product. The product is: [CH3:1][C@H:2]1[CH2:3][O:4][CH2:5][CH2:6][N:7]1[CH2:8][C:9]1[CH:14]=[CH:13][CH:12]=[CH:11][CH:10]=1. (2) Given the reactants Br[C:2]1[CH:7]=[CH:6][CH:5]=[CH:4][C:3]=1[O:8][CH3:9].[Li]CCCC.[Cl:15][C:16]1[CH:27]=[CH:26][C:19]([C:20](N(OC)C)=[O:21])=[CH:18][N:17]=1, predict the reaction product. The product is: [Cl:15][C:16]1[N:17]=[CH:18][C:19]([C:20]([C:2]2[CH:7]=[CH:6][CH:5]=[CH:4][C:3]=2[O:8][CH3:9])=[O:21])=[CH:26][CH:27]=1. (3) Given the reactants Cl[C:2]1[N:7]=[C:6](C)[C:5]([F:9])=[C:4]([SH:10])[N:3]=1.[F:11][C:12]1[CH:13]=[C:14]2[C:20](B3OC(C)(C)C(C)(C)O3)=[CH:19][N:18]([S:30]([C:33]3[CH:38]=[CH:37][C:36]([CH3:39])=[CH:35][CH:34]=3)(=[O:32])=[O:31])[C:15]2=[N:16][CH:17]=1.[C:40]([O-])([O-])=O.[Na+].[Na+], predict the reaction product. The product is: [F:11][C:12]1[CH:13]=[C:14]2[C:20]([C:2]3[N:3]=[C:4]([S:10][CH3:40])[C:5]([F:9])=[CH:6][N:7]=3)=[CH:19][N:18]([S:30]([C:33]3[CH:38]=[CH:37][C:36]([CH3:39])=[CH:35][CH:34]=3)(=[O:31])=[O:32])[C:15]2=[N:16][CH:17]=1. (4) Given the reactants [F:1][C:2]1[CH:7]=[CH:6][C:5]([C:8](=[C:16]2[CH2:21][C:20]([CH3:23])([CH3:22])[CH2:19][C:18]([CH3:25])([CH3:24])[CH2:17]2)[C:9]2[CH:14]=[CH:13][C:12]([OH:15])=[CH:11][CH:10]=2)=[CH:4][CH:3]=1.C([O-])([O-])=O.[K+].[K+].Br[CH2:33][CH2:34][CH2:35][C:36]([O:38][CH2:39][CH3:40])=[O:37], predict the reaction product. The product is: [F:1][C:2]1[CH:3]=[CH:4][C:5]([C:8](=[C:16]2[CH2:17][C:18]([CH3:25])([CH3:24])[CH2:19][C:20]([CH3:23])([CH3:22])[CH2:21]2)[C:9]2[CH:14]=[CH:13][C:12]([O:15][CH2:33][CH2:34][CH2:35][C:36]([O:38][CH2:39][CH3:40])=[O:37])=[CH:11][CH:10]=2)=[CH:6][CH:7]=1. (5) Given the reactants [Cl:1][C:2]1[CH:27]=[CH:26][C:5]([CH2:6][N:7]2[C:12]([S:13][CH2:14][CH3:15])=[N:11][C:10](=[O:16])[N:9]([CH2:17][C:18]3[C:19](=[O:24])[NH:20][CH:21]=[CH:22][CH:23]=3)[C:8]2=[O:25])=[CH:4][CH:3]=1.[H-].[Na+].[CH3:30]OS(C(F)(F)F)(=O)=O.C(O)(=O)CC(CC(O)=O)(C(O)=O)O, predict the reaction product. The product is: [Cl:1][C:2]1[CH:3]=[CH:4][C:5]([CH2:6][N:7]2[C:12]([S:13][CH2:14][CH3:15])=[N:11][C:10](=[O:16])[N:9]([CH2:17][C:18]3[C:19](=[O:24])[N:20]([CH3:30])[CH:21]=[CH:22][CH:23]=3)[C:8]2=[O:25])=[CH:26][CH:27]=1. (6) Given the reactants [CH2:1]1[O:10][C:9]2[CH:8]=[CH:7][C:5]([NH2:6])=[CH:4][C:3]=2[O:2]1.Cl[C:12](OC1C=CC=CC=1)=[O:13].C(N(CC)CC)C.[CH2:28]1[C:36]2[C:31](=[CH:32][CH:33]=[CH:34][CH:35]=2)[CH2:30][NH:29]1, predict the reaction product. The product is: [CH2:1]1[O:10][C:9]2[CH:8]=[CH:7][C:5]([NH:6][C:12]([N:29]3[CH2:30][C:31]4[C:36](=[CH:35][CH:34]=[CH:33][CH:32]=4)[CH2:28]3)=[O:13])=[CH:4][C:3]=2[O:2]1. (7) Given the reactants C([Li])CCC.Br[C:7]1[CH:15]=[C:14]2[C:10]([CH2:11][CH2:12][CH:13]2[CH3:16])=[CH:9][CH:8]=1.C(=O)=O.CC(C)=O.[N:24]([C:33]([O:35][C:36]([CH3:39])([CH3:38])[CH3:37])=[O:34])=[N:25][C:26]([O:28][C:29]([CH3:32])([CH3:31])[CH3:30])=[O:27], predict the reaction product. The product is: [CH3:16][C:13]1[C:14]2[C:10](=[CH:9][CH:8]=[C:7]([N:24]([C:33]([O:35][C:36]([CH3:39])([CH3:38])[CH3:37])=[O:34])[NH:25][C:26]([O:28][C:29]([CH3:30])([CH3:31])[CH3:32])=[O:27])[CH:15]=2)[CH2:11][CH:12]=1.